Dataset: Experimentally validated miRNA-target interactions with 360,000+ pairs, plus equal number of negative samples. Task: Binary Classification. Given a miRNA mature sequence and a target amino acid sequence, predict their likelihood of interaction. (1) The miRNA is mmu-miR-1981-5p with sequence GUAAAGGCUGGGCUUAGACGUGGC. The protein sequence of the target gene is MVDVGKWPIFTLLSPQEAGSIRKACVFGTSANEAIYVTDNDEVFVFGLNYSNCLGTGDNQSTLVPKKLEALCGKKIKSLSYGSGPHVLLTTEDGVVYAWGHNGYSQLGNGTTNQGIAPVQVCTNLLIKQVIEVACGSHHSMALAADGELFAWGYNNCGQVGSGSTANQPTPRKVTNCLHTKRVVNIACGQTSSMAVLDSGEVYGWGYNGNGQLGLGNNGNQLTPVRVAALHGMCVNQIVCGYAHTLALTDEGLLYAWGANTYGQLGTGSKNNLLSPTQIMVEKERVIEIAACHSTHTSAA.... Result: 1 (interaction). (2) The miRNA is hsa-miR-1538 with sequence CGGCCCGGGCUGCUGCUGUUCCU. The protein sequence of the target gene is MRVFCVGLLLFSVTWAAPTFQPQTEKTKQSCVEEQRQEEKNKDNIGFHHLGKRINQELSSKENIVQERKKDLSLSEASENKGSSKSQNYFTNRQRLNKEYSISNKENTHNGLRMSIYPKSTGNKGFEDGDDAISKLHDQEEYGAALIRNNMQHIMGPVTAIKLLGEENKENTPRNVLNIIPASMNYAKAHSKDKKKPQRDSQAQKSPVKSKSTHRIQHNIDYLKHLSKVKKIPSDFEGSGYTDLQERGDNDISPFSGDGQPFKDIPGKGEATGPDLEGKDIQTGFAGPSEAESTHLDTKK.... Result: 0 (no interaction). (3) The miRNA is hsa-miR-653-5p with sequence GUGUUGAAACAAUCUCUACUG. The protein sequence of the target gene is MALGTTLRASLLLLGLLTEGLAQLAIPASVPRGFWALPENLTVVEGASVELRCGVSTPGSAVQWAKDGLLLGPDPRIPGFPRYRLEGDPARGEFHLHIEACDLSDDAEYECQVGRSEMGPELVSPRVILSILVPPKLLLLTPEAGTMVTWVAGQEYVVNCVSGDAKPAPDITILLSGQTISDISANVNEGSQQKLFTVEATARVTPRSSDNRQLLVCEASSPALEAPIKASFTVNVLFPPGPPVIEWPGLDEGHVRAGQSLELPCVARGGNPLATLQWLKNGQPVSTAWGTEHTQAVARS.... Result: 0 (no interaction). (4) The miRNA is hsa-miR-371a-5p with sequence ACUCAAACUGUGGGGGCACU. The protein sequence of the target gene is MQRLVAWDPACLPLPPPPPAFKSMEVANFYYEADCLAAAYGGKAAPAAPPAARPGPRPPAGELGSIGDHERAIDFSPYLEPLGAPQAPAPATATDTFEAAPPAPAPAPASSGQHHDFLSDLFSDDYGGKNCKKPAEYGYVSLGRLGAAKGALHPGCFAPLHPPPPPPPPPAELKAEPGFEPADCKRKEEAGAPGGGAGMAAGFPYALRAYLGYQAVPSGSSGSLSTSSSSSPPGTPSPADAKAPPTACYAGAAPAPSQVKSKAKKTVDKHSDEYKIRRERNNIAVRKSRDKAKMRNLETQ.... Result: 1 (interaction). (5) The miRNA is hsa-miR-6821-5p with sequence GUGCGUGGUGGCUCGAGGCGGGG. Result: 0 (no interaction). The protein sequence of the target gene is MPKRELWPAGLCSEPVTHIGSCGDMMSTTSTRSGSSDSSYDFLSAEEKECLLFLEKTIGSLEAEADSGLSTDESEPATSPRSFRALPTATQQAPQGKPEATDIQQVPVPKRVAQPSCPPESHSLGLRAGSYSLPRNLHLGRSQNLRESATQANSPVSEASEVFLEEPEKGQTSQGAKAKTIQPPAPSQKGTLDLSTVLIPPPEAFQDIRPKESGEESPPKKPGEQTHTPQVHSLERSPHSQKKVEMSSETVSHKATEKGWTEGLQQPQQPPAQSSQPTKAEELSLPSGVKPSIQQTPLTA.... (6) The miRNA is hsa-miR-4713-3p with sequence UGGGAUCCAGACAGUGGGAGAA. The protein sequence of the target gene is MTAPCPPPPPDPQFVLRGTQSPVHALHFCEGAQAQGRPLLFSGSQSGLVHIWSLQTRRAVTTLDGHGGQCVTWLQTLPQGRQLLSQGRDLKLCLWDLAEGRSAVVDSVCLESVGFCRSSILAGGQPRWTLAVPGRGSDEVQILEMPSKTSVCALKPKADAKLGMPMCLRLWQADCSSRPLLLAGYEDGSVVLWDVSEQKVCSRIACHEEPVMDLDFDSQKARGISGSAGKALAVWSLDWQQALQVRGTHELTNPGIAEVTIRPDRKILATAGWDHRIRVFHWRTMQPLAVLAFHSAAVQC.... Result: 0 (no interaction).